The task is: Regression. Given a peptide amino acid sequence and an MHC pseudo amino acid sequence, predict their binding affinity value. This is MHC class I binding data.. This data is from Peptide-MHC class I binding affinity with 185,985 pairs from IEDB/IMGT. (1) The peptide sequence is ISKKAKGWF. The MHC is HLA-B57:03 with pseudo-sequence YYAMYGENMASTYENIAYIVYNYYTWAVLAYLWY. The binding affinity (normalized) is 0.586. (2) The MHC is HLA-B57:01 with pseudo-sequence HLA-B57:01. The peptide sequence is AQRWANQIR. The binding affinity (normalized) is 0.0847.